This data is from Catalyst prediction with 721,799 reactions and 888 catalyst types from USPTO. The task is: Predict which catalyst facilitates the given reaction. Reactant: [CH2:1]([N:5]1[C:10]2=[N:11][N:12]([CH2:21][C:22]3[CH:27]=[CH:26][C:25]([CH:28]4[CH2:33][CH2:32][CH2:31][CH2:30][NH:29]4)=[CH:24][CH:23]=3)[C:13]([NH:14][C:15]3[CH:20]=[CH:19][CH:18]=[CH:17][CH:16]=3)=[C:9]2[C:8](=[O:34])[N:7]([CH3:35])[C:6]1=[O:36])[CH:2]([CH3:4])[CH3:3].C=O.S([O-])([O-])(=O)=O.[Na+].[Na+].[BH3-][C:47]#N.[Na+]. Product: [CH2:1]([N:5]1[C:10]2=[N:11][N:12]([CH2:21][C:22]3[CH:23]=[CH:24][C:25]([CH:28]4[CH2:33][CH2:32][CH2:31][CH2:30][N:29]4[CH3:47])=[CH:26][CH:27]=3)[C:13]([NH:14][C:15]3[CH:20]=[CH:19][CH:18]=[CH:17][CH:16]=3)=[C:9]2[C:8](=[O:34])[N:7]([CH3:35])[C:6]1=[O:36])[CH:2]([CH3:4])[CH3:3]. The catalyst class is: 2.